This data is from Catalyst prediction with 721,799 reactions and 888 catalyst types from USPTO. The task is: Predict which catalyst facilitates the given reaction. (1) Reactant: C([NH:9][C:10]1[O:11][C@H:12]([C:35]([F:38])([F:37])[F:36])[CH2:13][C@:14]([C:17]2[CH:18]=[C:19]([NH:24][C:25]([N:27]3[CH2:32][CH2:31][CH:30]([O:33][CH3:34])[CH2:29][CH2:28]3)=[O:26])[CH:20]=[CH:21][C:22]=2[F:23])([CH3:16])[N:15]=1)(=O)C1C=CC=CC=1.N12CCCN=C1CCCCC2. Product: [NH2:9][C:10]1[O:11][C@H:12]([C:35]([F:36])([F:38])[F:37])[CH2:13][C@:14]([C:17]2[CH:18]=[C:19]([NH:24][C:25]([N:27]3[CH2:28][CH2:29][CH:30]([O:33][CH3:34])[CH2:31][CH2:32]3)=[O:26])[CH:20]=[CH:21][C:22]=2[F:23])([CH3:16])[N:15]=1. The catalyst class is: 5. (2) Reactant: [O:1]([C:8]1[CH:13]=[CH:12][C:11]([CH2:14][CH2:15][C:16]([O:18]CC)=[O:17])=[CH:10][CH:9]=1)[C:2]1[CH:7]=[CH:6][CH:5]=[CH:4][CH:3]=1.[OH-].[Na+]. Product: [O:1]([C:8]1[CH:9]=[CH:10][C:11]([CH2:14][CH2:15][C:16]([OH:18])=[O:17])=[CH:12][CH:13]=1)[C:2]1[CH:3]=[CH:4][CH:5]=[CH:6][CH:7]=1. The catalyst class is: 36. (3) Reactant: [H-].[Na+].C([O:7][C:8](=[O:17])[C:9]([CH3:16])([CH3:15])[CH2:10][CH2:11][CH2:12][CH2:13][OH:14])(C)(C)C.C([O:22][C:23](=[O:32])[C:24]([CH3:31])([CH3:30])[CH2:25][CH2:26][CH2:27][CH2:28]Br)(C)(C)C.O. Product: [CH3:16][C:9]([C:8]([OH:7])=[O:17])([CH2:10][CH2:11][CH2:12][CH2:13][O:14][CH2:28][CH2:27][CH2:26][CH2:25][C:24]([C:23]([OH:32])=[O:22])([CH3:31])[CH3:30])[CH3:15]. The catalyst class is: 3.